Dataset: Peptide-MHC class II binding affinity with 134,281 pairs from IEDB. Task: Regression. Given a peptide amino acid sequence and an MHC pseudo amino acid sequence, predict their binding affinity value. This is MHC class II binding data. (1) The peptide sequence is VSLIAALKGMINLWK. The MHC is DRB3_0101 with pseudo-sequence DRB3_0101. The binding affinity (normalized) is 0.175. (2) The peptide sequence is AAATARTTVYGAFAA. The MHC is HLA-DQA10102-DQB10602 with pseudo-sequence HLA-DQA10102-DQB10602. The binding affinity (normalized) is 0.676. (3) The peptide sequence is YAHAAHAAHAAHAAHAA. The MHC is HLA-DQA10501-DQB10301 with pseudo-sequence HLA-DQA10501-DQB10301. The binding affinity (normalized) is 0.701. (4) The peptide sequence is CKTLTPLMSSKFPEL. The MHC is HLA-DPA10103-DPB10201 with pseudo-sequence HLA-DPA10103-DPB10201. The binding affinity (normalized) is 0.846.